Task: Predict the product of the given reaction.. Dataset: Forward reaction prediction with 1.9M reactions from USPTO patents (1976-2016) Given the reactants [Cl:1][C:2]1[C:7]([Cl:8])=[CH:6][CH:5]=[CH:4][C:3]=1[N:9]1[CH2:14][CH2:13][N:12]([CH2:15][CH2:16][CH2:17][CH2:18][O:19][C:20]2[CH:29]=[C:28]3[C:23]([CH2:24][CH2:25][C:26](=[O:32])[N:27]3[CH2:30][OH:31])=[CH:22][CH:21]=2)[CH2:11][CH2:10]1.C(N(CC)CC)C.[CH2:40]([N:47]=[C:48]=[O:49])[C:41]1[CH:46]=[CH:45][CH:44]=[CH:43][CH:42]=1, predict the reaction product. The product is: [CH2:40]([NH:47][C:48](=[O:49])[O:31][CH2:30][N:27]1[C:28]2[C:23](=[CH:22][CH:21]=[C:20]([O:19][CH2:18][CH2:17][CH2:16][CH2:15][N:12]3[CH2:13][CH2:14][N:9]([C:3]4[CH:4]=[CH:5][CH:6]=[C:7]([Cl:8])[C:2]=4[Cl:1])[CH2:10][CH2:11]3)[CH:29]=2)[CH2:24][CH2:25][C:26]1=[O:32])[C:41]1[CH:46]=[CH:45][CH:44]=[CH:43][CH:42]=1.